From a dataset of Reaction yield outcomes from USPTO patents with 853,638 reactions. Predict the reaction yield, written as a fraction of the theoretical maximum amount of product (1.0 means a 100% yield; for example, 0.34 means a 34% yield). (1) The reactants are [CH3:1][O:2][C:3]1[CH:8]=[C:7]([O:9][CH2:10][CH2:11][CH2:12][S:13]([CH3:16])(=[O:15])=[O:14])[CH:6]=[CH:5][C:4]=1[N+:17]([O-])=O. The catalyst is CO.[Pd]. The product is [CH3:16][S:13]([CH2:12][CH2:11][CH2:10][O:9][C:7]1[CH:6]=[CH:5][C:4]([NH2:17])=[C:3]([O:2][CH3:1])[CH:8]=1)(=[O:14])=[O:15]. The yield is 0.920. (2) The reactants are [F:1][C:2]([F:9])([F:8])[C:3]([O:5]CC)=O.[NH:10]1[CH2:15][CH2:14][NH:13][CH2:12][CH2:11]1. The catalyst is C1COCC1. The product is [F:9][C:2]([F:1])([F:8])[C:3]([N:10]1[CH2:15][CH2:14][NH:13][CH2:12][CH2:11]1)=[O:5]. The yield is 0.470.